The task is: Regression. Given two drug SMILES strings and cell line genomic features, predict the synergy score measuring deviation from expected non-interaction effect.. This data is from NCI-60 drug combinations with 297,098 pairs across 59 cell lines. (1) Drug 1: CC=C1C(=O)NC(C(=O)OC2CC(=O)NC(C(=O)NC(CSSCCC=C2)C(=O)N1)C(C)C)C(C)C. Drug 2: CC(C)NC(=O)C1=CC=C(C=C1)CNNC.Cl. Cell line: 786-0. Synergy scores: CSS=39.9, Synergy_ZIP=-0.108, Synergy_Bliss=0.0429, Synergy_Loewe=-74.5, Synergy_HSA=0.895. (2) Drug 1: CC1C(C(CC(O1)OC2CC(CC3=C2C(=C4C(=C3O)C(=O)C5=C(C4=O)C(=CC=C5)OC)O)(C(=O)CO)O)N)O.Cl. Drug 2: CC(CN1CC(=O)NC(=O)C1)N2CC(=O)NC(=O)C2. Cell line: UACC-257. Synergy scores: CSS=2.37, Synergy_ZIP=-0.533, Synergy_Bliss=1.41, Synergy_Loewe=1.63, Synergy_HSA=1.74. (3) Drug 1: CCC1=C2CN3C(=CC4=C(C3=O)COC(=O)C4(CC)O)C2=NC5=C1C=C(C=C5)O. Drug 2: CC1C(C(CC(O1)OC2CC(OC(C2O)C)OC3=CC4=CC5=C(C(=O)C(C(C5)C(C(=O)C(C(C)O)O)OC)OC6CC(C(C(O6)C)O)OC7CC(C(C(O7)C)O)OC8CC(C(C(O8)C)O)(C)O)C(=C4C(=C3C)O)O)O)O. Cell line: MALME-3M. Synergy scores: CSS=31.7, Synergy_ZIP=-0.957, Synergy_Bliss=2.30, Synergy_Loewe=-0.645, Synergy_HSA=2.06. (4) Drug 1: CC1=C(C=C(C=C1)NC(=O)C2=CC=C(C=C2)CN3CCN(CC3)C)NC4=NC=CC(=N4)C5=CN=CC=C5. Drug 2: C(CC(=O)O)C(=O)CN.Cl. Cell line: SNB-19. Synergy scores: CSS=6.12, Synergy_ZIP=-2.78, Synergy_Bliss=1.46, Synergy_Loewe=-0.127, Synergy_HSA=0.757. (5) Drug 1: CC1C(C(=O)NC(C(=O)N2CCCC2C(=O)N(CC(=O)N(C(C(=O)O1)C(C)C)C)C)C(C)C)NC(=O)C3=C4C(=C(C=C3)C)OC5=C(C(=O)C(=C(C5=N4)C(=O)NC6C(OC(=O)C(N(C(=O)CN(C(=O)C7CCCN7C(=O)C(NC6=O)C(C)C)C)C)C(C)C)C)N)C. Drug 2: C#CCC(CC1=CN=C2C(=N1)C(=NC(=N2)N)N)C3=CC=C(C=C3)C(=O)NC(CCC(=O)O)C(=O)O. Cell line: A498. Synergy scores: CSS=40.3, Synergy_ZIP=1.85, Synergy_Bliss=2.34, Synergy_Loewe=-16.4, Synergy_HSA=1.73.